From a dataset of Forward reaction prediction with 1.9M reactions from USPTO patents (1976-2016). Predict the product of the given reaction. (1) Given the reactants Cl[C:2]1[N:7]=[C:6]2[N:8](COCC[Si](C)(C)C)[CH:9]=[N:10][C:5]2=[CH:4][CH:3]=1.[CH3:19][O:20][CH:21]1[CH2:26][CH2:25][N:24]([C:27]2[N:32]=[C:31]([NH2:33])[CH:30]=[CH:29][N:28]=2)[CH2:23][CH2:22]1.CC(C)([O-])C.[Na+], predict the reaction product. The product is: [CH3:19][O:20][CH:21]1[CH2:22][CH2:23][N:24]([C:27]2[N:32]=[C:31]([NH:33][C:2]3[N:7]=[CH:6][C:5]4[NH:10][CH:9]=[N:8][C:4]=4[CH:3]=3)[CH:30]=[CH:29][N:28]=2)[CH2:25][CH2:26]1. (2) Given the reactants Cl[C:2]1[N:22]=[C:5]2[C:6]([C:10]3[CH:15]=[C:14]([C:16]([F:19])([F:18])[F:17])[CH:13]=[CH:12][C:11]=3[O:20][CH3:21])=[CH:7][CH:8]=[CH:9][N:4]2[N:3]=1.[C:23]([O:27][C:28]([N:30]1[CH2:39][CH2:38][C:37]2[C:32](=[CH:33][CH:34]=[C:35]([NH2:40])[CH:36]=2)[CH2:31]1)=[O:29])([CH3:26])([CH3:25])[CH3:24], predict the reaction product. The product is: [C:23]([O:27][C:28]([N:30]1[CH2:39][CH2:38][C:37]2[C:32](=[CH:33][CH:34]=[C:35]([NH:40][C:2]3[N:22]=[C:5]4[C:6]([C:10]5[CH:15]=[C:14]([C:16]([F:19])([F:18])[F:17])[CH:13]=[CH:12][C:11]=5[O:20][CH3:21])=[CH:7][CH:8]=[CH:9][N:4]4[N:3]=3)[CH:36]=2)[CH2:31]1)=[O:29])([CH3:26])([CH3:24])[CH3:25]. (3) Given the reactants [CH:1]([C:4]1[CH:9]=[CH:8][C:7]([CH:10]2[C:14]3[C:15]([CH3:21])=[C:16]([NH2:20])[C:17]([CH3:19])=[CH:18][C:13]=3[O:12][CH2:11]2)=[CH:6][CH:5]=1)([CH3:3])[CH3:2].CCCCCC.[C:28](OCC)(=[O:30])C, predict the reaction product. The product is: [CH:1]([C:4]1[CH:5]=[CH:6][C:7]([CH:10]2[C:14]3[C:15]([CH3:21])=[C:16]([NH:20][CH:28]=[O:30])[C:17]([CH3:19])=[CH:18][C:13]=3[O:12][CH2:11]2)=[CH:8][CH:9]=1)([CH3:3])[CH3:2]. (4) The product is: [CH:19]1([CH2:22][CH:23]([C:2]2[CH:11]=[CH:10][C:5]([C:6]([O:8][CH3:9])=[O:7])=[CH:4][CH:3]=2)[OH:24])[CH2:21][CH2:20]1. Given the reactants I[C:2]1[CH:11]=[CH:10][C:5]([C:6]([O:8][CH3:9])=[O:7])=[CH:4][CH:3]=1.C([Mg]Cl)(C)C.[Cl-].[Li+].[CH:19]1([CH2:22][CH:23]=[O:24])[CH2:21][CH2:20]1, predict the reaction product. (5) The product is: [Cl:10][C:11]1[CH:12]=[C:13]([CH2:18][O:9][C:3]2[CH:8]=[CH:7][CH:6]=[CH:5][CH:4]=2)[C:14]([NH2:17])=[N:15][CH:16]=1. Given the reactants [H-].[Na+].[C:3]1([OH:9])[CH:8]=[CH:7][CH:6]=[CH:5][CH:4]=1.[Cl:10][C:11]1[CH:12]=[C:13]([CH2:18]Cl)[C:14]([NH2:17])=[N:15][CH:16]=1.Cl, predict the reaction product. (6) Given the reactants O=O.[CH3:3][O:4]/[C:5](=[CH:9]\[C:10]1[C:15]2[S:16][CH:17]=[CH:18][C:14]=2[C:13]([O:19][CH2:20][CH2:21][C:22]2[N:23]=[C:24]([C:28]3[CH:33]=[CH:32][CH:31]=[CH:30][CH:29]=3)[O:25][C:26]=2[CH3:27])=[CH:12][CH:11]=1)/[C:6]([OH:8])=[O:7].C1([C@@H](N)C)C=CC=CC=1.[H][H], predict the reaction product. The product is: [CH3:3][O:4][C@H:5]([CH2:9][C:10]1[C:15]2[S:16][CH:17]=[CH:18][C:14]=2[C:13]([O:19][CH2:20][CH2:21][C:22]2[N:23]=[C:24]([C:28]3[CH:33]=[CH:32][CH:31]=[CH:30][CH:29]=3)[O:25][C:26]=2[CH3:27])=[CH:12][CH:11]=1)[C:6]([OH:8])=[O:7]. (7) Given the reactants [CH2:1]([S:3]([C:6]1[CH:7]=[C:8]([C:12]2[CH:20]=[CH:19][C:18]([OH:21])=[C:17]3[C:13]=2[C:14]2[CH:25]=[C:24]([CH3:26])[CH:23]=[N:22][C:15]=2[NH:16]3)[CH:9]=[CH:10][CH:11]=1)(=[O:5])=[O:4])[CH3:2].[CH3:27][C@@H:28]1[CH2:30][O:29]1.C(N(CC)CC)C, predict the reaction product. The product is: [CH2:1]([S:3]([C:6]1[CH:7]=[C:8]([C:12]2[CH:20]=[CH:19][C:18]([O:21][CH2:27][C@H:28]([OH:29])[CH3:30])=[C:17]3[C:13]=2[C:14]2[CH:25]=[C:24]([CH3:26])[CH:23]=[N:22][C:15]=2[NH:16]3)[CH:9]=[CH:10][CH:11]=1)(=[O:5])=[O:4])[CH3:2]. (8) Given the reactants [Cl-].[C:2]([C:5]1[N:10]=[CH:9][C:8]([NH:11][C:12](=[O:18])[C@@H:13]([NH3+:17])[CH2:14][C:15]#[N:16])=[CH:7][CH:6]=1)([OH:4])=[O:3].O=C1CCC(=O)N1[C:26]1[CH:34]=[C:33]([N+:35]([O-:37])=[O:36])[CH:32]=[CH:31][C:27]=1[C:28]([O-])=[O:29], predict the reaction product. The product is: [C:15]([CH2:14][C@H:13]([NH:17][C:28](=[O:29])[C:27]1[CH:31]=[CH:32][C:33]([N+:35]([O-:37])=[O:36])=[CH:34][CH:26]=1)[C:12]([NH:11][C:8]1[CH:7]=[CH:6][C:5]([C:2]([OH:4])=[O:3])=[N:10][CH:9]=1)=[O:18])#[N:16]. (9) Given the reactants [Br:1][C:2]1[N:7]=[CH:6][C:5]([NH2:8])=[CH:4][C:3]=1[CH3:9].Br[C:11]1[CH:19]=[CH:18][CH:17]=[CH:16][C:12]=1[C:13]([OH:15])=[O:14], predict the reaction product. The product is: [Br:1][C:2]1[N:7]=[CH:6][C:5]([NH:8][C:11]2[CH:19]=[CH:18][CH:17]=[CH:16][C:12]=2[C:13]([OH:15])=[O:14])=[CH:4][C:3]=1[CH3:9].